From a dataset of Catalyst prediction with 721,799 reactions and 888 catalyst types from USPTO. Predict which catalyst facilitates the given reaction. (1) Reactant: [N+:1]([CH:4]([CH3:6])[CH3:5])([O-:3])=[O:2].[H-].[Na+].F[B-](F)(F)F.[Cl:14][C:15]1[CH:45]=[CH:44][CH:43]=[CH:42][C:16]=1C[N+]1C(C2C=CC=CC=2)=CC(C2C=CC=CC=2)=CC=1C1C=CC=CC=1.O.[CH3:47]O. Product: [Cl:14][C:15]1[CH:45]=[CH:44][CH:43]=[CH:42][C:16]=1[CH2:5][C:4]([CH3:47])([N+:1]([O-:3])=[O:2])[CH3:6]. The catalyst class is: 16. (2) Reactant: Cl[C:2]1[CH:7]=[CH:6][C:5]([CH:8]2[CH2:13][CH2:12][N:11]([S:14]([CH3:17])(=[O:16])=[O:15])[CH2:10][CH:9]2[OH:18])=[CH:4][CH:3]=1.[B:19]1([B:19]2[O:23][C:22]([CH3:25])([CH3:24])[C:21]([CH3:27])([CH3:26])[O:20]2)[O:23][C:22]([CH3:25])([CH3:24])[C:21]([CH3:27])([CH3:26])[O:20]1.CC(C1C=C(C(C)C)C(C2C=CC=CC=2P(C2CCCCC2)C2CCCCC2)=C(C(C)C)C=1)C.C([O-])(=O)C.[K+]. Product: [CH3:17][S:14]([N:11]1[CH2:12][CH2:13][CH:8]([C:5]2[CH:6]=[CH:7][C:2]([B:19]3[O:23][C:22]([CH3:25])([CH3:24])[C:21]([CH3:27])([CH3:26])[O:20]3)=[CH:3][CH:4]=2)[CH:9]([OH:18])[CH2:10]1)(=[O:16])=[O:15]. The catalyst class is: 110. (3) Reactant: [O:1]1[CH2:6][CH2:5][CH2:4][CH:3]([NH:7][C:8]([C:10]2[CH:18]=[CH:17][C:13]3=[N:14][O:15][N:16]=[C:12]3[CH:11]=2)=[O:9])[CH2:2]1.[H-].[Na+].[CH3:21]I. Product: [CH3:21][N:7]([CH:3]1[CH2:4][CH2:5][CH2:6][O:1][CH2:2]1)[C:8]([C:10]1[CH:18]=[CH:17][C:13]2=[N:14][O:15][N:16]=[C:12]2[CH:11]=1)=[O:9]. The catalyst class is: 3. (4) Reactant: [F:1][C:2]([C@@H:5]1[N:8]([C:9]2[CH:14]=[CH:13][C:12]([O:15][CH3:16])=[CH:11][CH:10]=2)[C:7](=[O:17])[C@@:6]1([OH:19])[CH3:18])([F:4])[CH3:3].FC(F)(F)S(O[Si:26]([C:29]([CH3:32])([CH3:31])[CH3:30])([CH3:28])[CH3:27])(=O)=O.N1C(C)=CC=CC=1C.O. Product: [Si:26]([O:19][C@:6]1([CH3:18])[C@H:5]([C:2]([F:4])([F:1])[CH3:3])[N:8]([C:9]2[CH:14]=[CH:13][C:12]([O:15][CH3:16])=[CH:11][CH:10]=2)[C:7]1=[O:17])([C:29]([CH3:32])([CH3:31])[CH3:30])([CH3:28])[CH3:27]. The catalyst class is: 4. (5) Reactant: [CH3:1][C:2]1[C:3]2[CH:14]=[CH:13][CH:12]=[CH:11][C:4]=2[S:5][C:6]=1[C:7]([O:9]C)=[O:8].O.[OH-].[Li+].O. Product: [CH3:1][C:2]1[C:3]2[CH:14]=[CH:13][CH:12]=[CH:11][C:4]=2[S:5][C:6]=1[C:7]([OH:9])=[O:8]. The catalyst class is: 5. (6) Reactant: [C:1]([NH:4][C:5]1[CH:28]=[CH:27][C:8]([C:9]([NH:11][C:12]2[CH:17]=[CH:16][C:15]([F:18])=[CH:14][C:13]=2[NH:19]C(=O)OC(C)(C)C)=[O:10])=[CH:7][CH:6]=1)(=[O:3])[CH3:2].FC(F)(F)C(O)=O. Product: [C:1]([NH:4][C:5]1[CH:28]=[CH:27][C:8]([C:9]([NH:11][C:12]2[CH:17]=[CH:16][C:15]([F:18])=[CH:14][C:13]=2[NH2:19])=[O:10])=[CH:7][CH:6]=1)(=[O:3])[CH3:2]. The catalyst class is: 4. (7) Reactant: [Cr](Cl)([O-])(=O)=O.[NH+]1C=CC=CC=1.[C:12]([N:19]1[CH2:24][CH2:23][CH2:22][CH:21]([CH2:25][OH:26])[CH2:20]1)([O:14][C:15]([CH3:18])([CH3:17])[CH3:16])=[O:13]. Product: [C:12]([N:19]1[CH2:24][CH2:23][CH2:22][CH:21]([CH:25]=[O:26])[CH2:20]1)([O:14][C:15]([CH3:18])([CH3:17])[CH3:16])=[O:13]. The catalyst class is: 2. (8) Reactant: [NH:1]1[CH2:5][CH2:4][C@H:3]([NH:6][C:7]2[N:16]=[C:15]([N:17]3[CH2:22][CH2:21][N:20]([C:23]([O:25][C:26]([CH3:29])([CH3:28])[CH3:27])=[O:24])[CH2:19][CH2:18]3)[C:14]3[C:9](=[CH:10][CH:11]=[CH:12][CH:13]=3)[N:8]=2)[CH2:2]1.[Cl:30][C:31]1[CH:36]=[CH:35][C:34]([CH2:37][C:38](O)=[O:39])=[CH:33][CH:32]=1.C1C=CC2N(O)N=NC=2C=1.CCN=C=NCCCN(C)C.Cl.C(=O)([O-])O.[Na+]. Product: [Cl:30][C:31]1[CH:36]=[CH:35][C:34]([CH2:37][C:38]([N:1]2[CH2:5][CH2:4][C@H:3]([NH:6][C:7]3[N:16]=[C:15]([N:17]4[CH2:18][CH2:19][N:20]([C:23]([O:25][C:26]([CH3:29])([CH3:28])[CH3:27])=[O:24])[CH2:21][CH2:22]4)[C:14]4[C:9](=[CH:10][CH:11]=[CH:12][CH:13]=4)[N:8]=3)[CH2:2]2)=[O:39])=[CH:33][CH:32]=1. The catalyst class is: 408.